Dataset: Forward reaction prediction with 1.9M reactions from USPTO patents (1976-2016). Task: Predict the product of the given reaction. Given the reactants [CH3:1][C:2]1[N:3]=[C:4]([S:8][CH2:9][C:10]2[N:15]=[C:14](N)[CH:13]=[C:12]([N:17]3[CH2:22][CH2:21][O:20][CH2:19][CH2:18]3)[CH:11]=2)[O:5][C:6]=1[CH3:7].N([O-])=O.[Na+].[I-].[K+].[OH-].[Na+].[ClH:31], predict the reaction product. The product is: [Cl:31][C:14]1[CH:13]=[C:12]([N:17]2[CH2:22][CH2:21][O:20][CH2:19][CH2:18]2)[CH:11]=[C:10]([CH2:9][S:8][C:4]2[O:5][C:6]([CH3:7])=[C:2]([CH3:1])[N:3]=2)[N:15]=1.